Dataset: Peptide-MHC class I binding affinity with 185,985 pairs from IEDB/IMGT. Task: Regression. Given a peptide amino acid sequence and an MHC pseudo amino acid sequence, predict their binding affinity value. This is MHC class I binding data. (1) The peptide sequence is EAYCALLCK. The MHC is HLA-A02:01 with pseudo-sequence HLA-A02:01. The binding affinity (normalized) is 0.0847. (2) The binding affinity (normalized) is 0.143. The MHC is HLA-A30:02 with pseudo-sequence HLA-A30:02. The peptide sequence is QYIKWPWYVW. (3) The binding affinity (normalized) is 0.100. The peptide sequence is TDSPETHHY. The MHC is HLA-A01:01 with pseudo-sequence HLA-A01:01. (4) The peptide sequence is TLVPQEHYV. The MHC is HLA-A33:01 with pseudo-sequence HLA-A33:01. The binding affinity (normalized) is 0.0825. (5) The peptide sequence is ALRFAGTFL. The MHC is HLA-B15:01 with pseudo-sequence HLA-B15:01. The binding affinity (normalized) is 0.374. (6) The peptide sequence is ALGGSCHTT. The MHC is HLA-B15:17 with pseudo-sequence HLA-B15:17. The binding affinity (normalized) is 0.0847.